From a dataset of Catalyst prediction with 721,799 reactions and 888 catalyst types from USPTO. Predict which catalyst facilitates the given reaction. Reactant: [NH2:1][C:2]1[C:11]2[N:12]=[C:13]([CH2:15][CH3:16])[S:14][C:10]=2[C:9]2[CH:8]=[CH:7][C:6]([OH:17])=[CH:5][C:4]=2[N:3]=1.C(=O)([O-])[O-].[Cs+].[Cs+].Br[CH2:25][CH2:26][C:27]1[C:35]2[C:30](=[CH:31][CH:32]=[CH:33][CH:34]=2)[NH:29][CH:28]=1.CO. Product: [CH2:15]([C:13]1[S:14][C:10]2[C:9]3[CH:8]=[CH:7][C:6]([O:17][CH2:25][CH2:26][C:27]4[C:35]5[C:30](=[CH:31][CH:32]=[CH:33][CH:34]=5)[NH:29][CH:28]=4)=[CH:5][C:4]=3[N:3]=[C:2]([NH2:1])[C:11]=2[N:12]=1)[CH3:16]. The catalyst class is: 3.